The task is: Regression. Given two drug SMILES strings and cell line genomic features, predict the synergy score measuring deviation from expected non-interaction effect.. This data is from NCI-60 drug combinations with 297,098 pairs across 59 cell lines. (1) Drug 1: COC1=CC(=CC(=C1O)OC)C2C3C(COC3=O)C(C4=CC5=C(C=C24)OCO5)OC6C(C(C7C(O6)COC(O7)C8=CC=CS8)O)O. Drug 2: C1=CC(=CC=C1CC(C(=O)O)N)N(CCCl)CCCl.Cl. Cell line: IGROV1. Synergy scores: CSS=42.6, Synergy_ZIP=-3.24, Synergy_Bliss=0.387, Synergy_Loewe=-16.0, Synergy_HSA=5.99. (2) Drug 1: C1=CC(=CC=C1CCC2=CNC3=C2C(=O)NC(=N3)N)C(=O)NC(CCC(=O)O)C(=O)O. Drug 2: C1=CC=C(C=C1)NC(=O)CCCCCCC(=O)NO. Cell line: HT29. Synergy scores: CSS=45.4, Synergy_ZIP=1.03, Synergy_Bliss=2.42, Synergy_Loewe=-3.16, Synergy_HSA=4.74. (3) Drug 1: CC12CCC3C(C1CCC2O)C(CC4=C3C=CC(=C4)O)CCCCCCCCCS(=O)CCCC(C(F)(F)F)(F)F. Drug 2: CS(=O)(=O)OCCCCOS(=O)(=O)C. Cell line: SK-MEL-5. Synergy scores: CSS=8.74, Synergy_ZIP=-3.15, Synergy_Bliss=-0.932, Synergy_Loewe=0.199, Synergy_HSA=0.113. (4) Drug 2: C1=CC(=CC=C1CC(C(=O)O)N)N(CCCl)CCCl.Cl. Synergy scores: CSS=18.4, Synergy_ZIP=-0.172, Synergy_Bliss=0.471, Synergy_Loewe=-24.2, Synergy_HSA=0.0526. Drug 1: CCC1=CC2CC(C3=C(CN(C2)C1)C4=CC=CC=C4N3)(C5=C(C=C6C(=C5)C78CCN9C7C(C=CC9)(C(C(C8N6C)(C(=O)OC)O)OC(=O)C)CC)OC)C(=O)OC.C(C(C(=O)O)O)(C(=O)O)O. Cell line: EKVX. (5) Drug 1: CCN(CC)CCNC(=O)C1=C(NC(=C1C)C=C2C3=C(C=CC(=C3)F)NC2=O)C. Drug 2: C1CNP(=O)(OC1)N(CCCl)CCCl. Cell line: HS 578T. Synergy scores: CSS=7.87, Synergy_ZIP=-3.78, Synergy_Bliss=-3.20, Synergy_Loewe=5.73, Synergy_HSA=-2.02. (6) Drug 1: COC1=CC(=CC(=C1O)OC)C2C3C(COC3=O)C(C4=CC5=C(C=C24)OCO5)OC6C(C(C7C(O6)COC(O7)C8=CC=CS8)O)O. Drug 2: C1=CN(C=N1)CC(O)(P(=O)(O)O)P(=O)(O)O. Cell line: HCC-2998. Synergy scores: CSS=5.10, Synergy_ZIP=-7.33, Synergy_Bliss=-13.1, Synergy_Loewe=-28.6, Synergy_HSA=-11.6.